Dataset: Experimentally validated miRNA-target interactions with 360,000+ pairs, plus equal number of negative samples. Task: Binary Classification. Given a miRNA mature sequence and a target amino acid sequence, predict their likelihood of interaction. (1) The miRNA is hsa-miR-410-3p with sequence AAUAUAACACAGAUGGCCUGU. The protein sequence of the target gene is MASEGTNIPSPVVRQIDKQFLICSICLERYKNPKVLPCLHTFCERCLQNYIPAHSLTLSCPVCRQTSILPEKGVAALQNNFFITNLMDVLQRTPGSNAEESSILETVTAVAAGKPLSCPNHDGNVMEFYCQSCETAMCRECTEGEHAEHPTVPLKDVVEQHKASLQVQLDAVNKRLPEIDSALQFISEIIHQLTNQKASIVDDIHSTFDELQKTLNVRKSVLLMELEVNYGLKHKVLQSQLDTLLQGQESIKSCSNFTAQALNHGTETEVLLVKKQMSEKLNELADQDFPLHPRENDQLD.... Result: 1 (interaction). (2) The miRNA is mmu-miR-674-5p with sequence GCACUGAGAUGGGAGUGGUGUA. The protein sequence of the target gene is MGNHSGKRELSAEKASKDGEIHRGEAGKKRSVGKLSQTASEDSDVFGEADAIQNNGTSAEDTAVTDSKHTADPKNNWQGAHPADPGNRPHLIRLFSRDAPGREDNTFKDRPSESDELQTIQEDPTAASGGLDVMASQKRPSQRSKYLATASTMDHARHGFLPRHRDTGILDSIGRFFSGDRGAPKRGSGKDSHTRTTHYGSLPQKSQHGRTQDENPVVHFFKNIVTPRTPPPSQGKGGRDSRSGSPMARR. Result: 1 (interaction). (3) The miRNA is hsa-miR-3667-5p with sequence AAAGACCCAUUGAGGAGAAGGU. The protein sequence of the target gene is MATSILGEEPRFGTTPLAMLAATCNKIGNTSPLTTLPESSAFAKGGFHPWKRSSSSCNLGSSLSGFAVATGGRGSGGLAGGSGAANSAFCLASTSPTSSAFSSDYGGLFSNSAAAAAAAAGVSPQEAGGQSAFISKVHTTAADGLYPRVGMAHPYESWYKSGFHSTLAAGEVTNGAASSWWDVHSSPGSWLEVQNPAGGLQSSLHSGAPQASLHSQLGTYNPDFSSLTHSAFSSTGLGSSAAAASHLLSTSQHLLAQDGFKPVLPSYSDSSAAVAAAAASAMISGAAAAAAGGSSARSAR.... Result: 0 (no interaction). (4) The protein sequence of the target gene is MDELLLDLFHKLTSGRQLAAGNGLCGISHKEQEVWKPGHNILVKMRKEDKSLVWLIHSTLARYTQVTNFLGTSRSSVTRCKPGANCPSSHSGISRQLSPLSVTEDSSAPILELQNQGSSGVCGHRVERQNRSADDGTQTHSENSSQENRIKARCLSCTSMVLKGIWGLLIILSVSSSWVGTTQIVKITYKNFYCPFFMTWFSTNWNIMFFPVYYSGHLATAQEKQSPMKKFRECSRIFGEDGLTLKLFLKRTAPFSILWTLTNYLYLLALKKLTATDVSALFCCNKAFVFLLSWIVLKDR.... The miRNA is hsa-miR-491-3p with sequence CUUAUGCAAGAUUCCCUUCUAC. Result: 0 (no interaction). (5) The miRNA is mmu-miR-344h-3p with sequence GGUAUAACCAAAGCCCGACUGU. The protein sequence of the target gene is MLKCVMSGSQVKVFGKAVQALSRISDEFWLDPSKKGLALRCVNSSRSAYGCVLFSPVFFQHYQWSALVKMSENELDTTLHLKCKLGMKSILPIFRCLNSLERNIEKCRIFTRSDKCKVVIQFFYRHGIKRTHNICFQESQPLQVIFDKNVCTNTLMIQPRLLADAIVLFTSSQEEVTLAVTPLNFCLKSSNEESMDLSNAVHSEMFVGSDEFDFFQIGMDTEITFCFKELKGILTFSEATHAPISIYFDFPGKPLALSIDDMLVEANFILATLADEQSRASSPQSLCLSQKRKRSDLIEK.... Result: 0 (no interaction). (6) The miRNA is rno-miR-17-5p with sequence CAAAGUGCUUACAGUGCAGGUAG. The protein sequence of the target gene is MRQADSQTQPSPAEQETPQPAGPSNRSPPTMGPQQTGSRKRKAAEVDQGAGTSSSPGPAAPMATAGEGNAEGSMLLTKRPRRPVAHLSMVNYLKGRALGADGHPGLAGFEGDLRSYGVLRLPELLRERQLTLGPLNKVFASQWLNARQVVCGTKCNTLFVVDVKTDHIMRIPLMRDRVPDLSRGPPSCGIHAVELNPSKTLLATGGENPNSLAVYQLPTLDPVCLGDCQGHRDWIFAIAWMSDTVAVSGSRDGTVALWKVDPDMFNGSIAWHKDAGLPVYAHISPTDMEAIPKATTNPGN.... Result: 0 (no interaction). (7) The miRNA is hsa-miR-6895-3p with sequence UGUCUCUCGCCCUUGGCCUUAG. The protein sequence of the target gene is MPAILVASKMKSGLPKPVHSAAPILHVPPARAGPQPCYLKLGSKVEVSKTTYPSQIPLKSQVLQGLQEPAGEGLPLRKSGSVENGFDTQIYTDWANHYLAKSGHKRLIRDLQQDVTDGVLLAQIIQVVANEKIEDINGCPKNRSQMIENIDACLNFLAAKGINIQGLSAEEIRNGNLKAILGLFFSLSRYKQQQQQPQKQHLSSPLPPAVSQVAGAPSQCQAGTPQQQVPVTPQAPCQPHQPAPHQQSKAQAEMQSSASSKDSSQSKIIRFTLGQKKISRLPGPTARVSAAGSEAKTRGG.... Result: 1 (interaction).